This data is from Catalyst prediction with 721,799 reactions and 888 catalyst types from USPTO. The task is: Predict which catalyst facilitates the given reaction. (1) Reactant: [Br:1][CH:2]([C:6]1[CH:11]=[CH:10][CH:9]=[CH:8][CH:7]=1)[C:3]([OH:5])=O.Cl.C[N:14](C)[CH2:15][CH2:16]CN=C=NCC.C(N)C. Product: [Br:1][CH:2]([C:6]1[CH:11]=[CH:10][CH:9]=[CH:8][CH:7]=1)[C:3]([NH:14][CH2:15][CH3:16])=[O:5]. The catalyst class is: 4. (2) Reactant: [Cl:1][C:2]1[CH:8]=[CH:7][CH:6]=[C:5]([Cl:9])[C:3]=1[NH2:4].IC.[Cl-].[NH4+].[C:14](OCC)(=O)C. Product: [CH3:14][NH:4][C:3]1[C:2]([Cl:1])=[CH:8][CH:7]=[CH:6][C:5]=1[Cl:9]. The catalyst class is: 1. (3) Reactant: [H-].[Na+].C(OP([CH2:11][C:12]([O:14][CH2:15][CH3:16])=[O:13])(OCC)=O)C.Cl.[F:18][C:19]([F:25])([F:24])[C:20](=O)[CH2:21][CH3:22]. Product: [F:18][C:19]([F:25])([F:24])[C:20]([CH2:21][CH3:22])=[CH:11][C:12]([O:14][CH2:15][CH3:16])=[O:13]. The catalyst class is: 7.